This data is from Peptide-MHC class I binding affinity with 185,985 pairs from IEDB/IMGT. The task is: Regression. Given a peptide amino acid sequence and an MHC pseudo amino acid sequence, predict their binding affinity value. This is MHC class I binding data. The peptide sequence is HSDTHGLYW. The MHC is HLA-B08:02 with pseudo-sequence HLA-B08:02. The binding affinity (normalized) is 0.0847.